Dataset: Reaction yield outcomes from USPTO patents with 853,638 reactions. Task: Predict the reaction yield, written as a fraction of the theoretical maximum amount of product (1.0 means a 100% yield; for example, 0.34 means a 34% yield). (1) No catalyst specified. The yield is 0.910. The reactants are [F:1][C:2]1[CH:3]=[C:4]2[C:9](=[CH:10][CH:11]=1)[N:8]=[C:7]([NH:12][C:13](=[O:17])OCC)[C:6]([O:18][CH3:19])=[N:5]2.[C:20]([C:23]1[CH:28]=[CH:27][C:26]([N:29]2[CH2:34][CH2:33][NH:32][CH2:31][CH2:30]2)=[CH:25][CH:24]=1)(=[O:22])[CH3:21]. The product is [F:1][C:2]1[CH:3]=[C:4]2[C:9](=[CH:10][CH:11]=1)[N:8]=[C:7]([NH:12][C:13]([N:32]1[CH2:31][CH2:30][N:29]([C:26]3[CH:25]=[CH:24][C:23]([C:20](=[O:22])[CH3:21])=[CH:28][CH:27]=3)[CH2:34][CH2:33]1)=[O:17])[C:6]([O:18][CH3:19])=[N:5]2. (2) The reactants are Br[C:2]1[CH:3]=[C:4]2[C:10]([C:11]3[CH:12]=[N:13][N:14]([CH2:16][C:17]4[CH:22]=[CH:21][CH:20]=[C:19]([F:23])[CH:18]=4)[CH:15]=3)=[CH:9][N:8]([S:24]([C:27]3[CH:33]=[CH:32][C:30]([CH3:31])=[CH:29][CH:28]=3)(=[O:26])=[O:25])[C:5]2=[N:6][CH:7]=1.[F:34][C:35]1[CH:40]=[C:39](B2OC(C)(C)C(C)(C)O2)[CH:38]=[CH:37][C:36]=1[N:50]1[CH2:55][CH2:54][N:53]([C:56]([O:58][C:59]([CH3:62])([CH3:61])[CH3:60])=[O:57])[CH2:52][CH2:51]1.C(=O)([O-])[O-].[Na+].[Na+]. The catalyst is COCCOC.O.Cl[Pd](Cl)([P](C1C=CC=CC=1)(C1C=CC=CC=1)C1C=CC=CC=1)[P](C1C=CC=CC=1)(C1C=CC=CC=1)C1C=CC=CC=1. The product is [F:34][C:35]1[CH:40]=[C:39]([C:2]2[CH:3]=[C:4]3[C:10]([C:11]4[CH:12]=[N:13][N:14]([CH2:16][C:17]5[CH:22]=[CH:21][CH:20]=[C:19]([F:23])[CH:18]=5)[CH:15]=4)=[CH:9][N:8]([S:24]([C:27]4[CH:28]=[CH:29][C:30]([CH3:31])=[CH:32][CH:33]=4)(=[O:25])=[O:26])[C:5]3=[N:6][CH:7]=2)[CH:38]=[CH:37][C:36]=1[N:50]1[CH2:51][CH2:52][N:53]([C:56]([O:58][C:59]([CH3:62])([CH3:61])[CH3:60])=[O:57])[CH2:54][CH2:55]1. The yield is 0.681. (3) The reactants are [NH2:1][C:2]1[N:7]=[C:6]([Cl:8])[CH:5]=[C:4]([CH3:9])[N:3]=1.[I:10]N1C(=O)CCC1=O. The catalyst is C(#N)C.CO. The product is [Cl:8][C:6]1[C:5]([I:10])=[C:4]([CH3:9])[N:3]=[C:2]([NH2:1])[N:7]=1. The yield is 0.832.